The task is: Predict the product of the given reaction.. This data is from Forward reaction prediction with 1.9M reactions from USPTO patents (1976-2016). (1) The product is: [CH2:1]([O:3][P:4]([CH2:9]/[CH:10]=[CH:11]/[C:12]1[CH:17]=[CH:16][CH:15]=[C:14]([F:22])[CH:13]=1)([O:6][CH2:7][CH3:8])=[O:5])[CH3:2]. Given the reactants [CH2:1]([O:3][P:4]([CH2:9]/[CH:10]=[CH:11]/[C:12]1[CH:13]=[C:14](NC(=O)C)[CH:15]=[CH:16][CH:17]=1)([O:6][CH2:7][CH3:8])=[O:5])[CH3:2].[F:22]C1C=C(I)C=CC=1, predict the reaction product. (2) Given the reactants [NH2:1][C:2]1[CH:6]=[C:5]([C:7]2[CH:12]=[CH:11][CH:10]=[C:9]([Cl:13])[CH:8]=2)[S:4][C:3]=1[C:14]([O:16]C)=[O:15].[OH-].[Na+], predict the reaction product. The product is: [NH2:1][C:2]1[CH:6]=[C:5]([C:7]2[CH:12]=[CH:11][CH:10]=[C:9]([Cl:13])[CH:8]=2)[S:4][C:3]=1[C:14]([OH:16])=[O:15]. (3) Given the reactants [F:1][C:2]([F:11])([F:10])[C:3]1[CH:4]=[CH:5][C:6](=[O:9])[NH:7][CH:8]=1.[H-].[Na+].Br[CH2:15][C:16]1[CH:21]=[CH:20][C:19]([CH:22]([CH:28]([CH3:33])[C:29]([F:32])([F:31])[F:30])[C:23]([O:25][CH2:26][CH3:27])=[O:24])=[CH:18][CH:17]=1.O, predict the reaction product. The product is: [F:30][C:29]([F:31])([F:32])[CH:28]([CH3:33])[CH:22]([C:19]1[CH:18]=[CH:17][C:16]([CH2:15][N:7]2[CH:8]=[C:3]([C:2]([F:1])([F:10])[F:11])[CH:4]=[CH:5][C:6]2=[O:9])=[CH:21][CH:20]=1)[C:23]([O:25][CH2:26][CH3:27])=[O:24].